From a dataset of Catalyst prediction with 721,799 reactions and 888 catalyst types from USPTO. Predict which catalyst facilitates the given reaction. (1) Reactant: [C:1](=[N:4][NH:5][C:6](=[O:16])[C:7]1[CH:12]=[CH:11][CH:10]=[C:9]([O:13][CH3:14])[C:8]=1[CH3:15])([CH3:3])[CH3:2].Cl[O:18][N:19]=[CH:20][C:21]1[CH:26]=[C:25]([CH3:27])[CH:24]=[C:23]([CH3:28])[CH:22]=1.C(Cl)(Cl)Cl.C([O-])([O-])=O.[K+].[K+]. Product: [CH3:28][C:23]1[CH:22]=[C:21]([C:20]2[N:4]([NH:5][C:6](=[O:16])[C:7]3[CH:12]=[CH:11][CH:10]=[C:9]([O:13][CH3:14])[C:8]=3[CH3:15])[C:1]([CH3:3])([CH3:2])[O:18][N:19]=2)[CH:26]=[C:25]([CH3:27])[CH:24]=1. The catalyst class is: 6. (2) Reactant: [Cl:1][C:2]1[CH:3]=[C:4]([CH:8]=[CH:9][C:10]=1[F:11])[C:5](Cl)=[O:6].[CH3:12][NH:13][C:14]1[CH:15]=[N:16][CH:17]=[CH:18][C:19]=1[C:20]1[CH:25]=[CH:24][CH:23]=[CH:22][C:21]=1[CH3:26].CCN(C(C)C)C(C)C. Product: [Cl:1][C:2]1[CH:3]=[C:4]([CH:8]=[CH:9][C:10]=1[F:11])[C:5]([N:13]([CH3:12])[C:14]1[CH:15]=[N:16][CH:17]=[CH:18][C:19]=1[C:20]1[CH:25]=[CH:24][CH:23]=[CH:22][C:21]=1[CH3:26])=[O:6]. The catalyst class is: 2. (3) Reactant: [H-].[H-].[H-].[H-].[Li+].[Al+3].[NH2:7][CH:8]([C:24]([F:27])([F:26])[F:25])[CH2:9][C:10]([NH:12][CH2:13][C:14]1[CH:19]=[CH:18][C:17]([O:20][CH3:21])=[CH:16][C:15]=1[O:22][CH3:23])=O.O.[OH-].[Na+]. Product: [CH3:23][O:22][C:15]1[CH:16]=[C:17]([O:20][CH3:21])[CH:18]=[CH:19][C:14]=1[CH2:13][NH:12][CH2:10][CH2:9][CH:8]([NH2:7])[C:24]([F:25])([F:26])[F:27]. The catalyst class is: 27. (4) Reactant: [CH3:1][O:2][CH2:3][CH2:4][NH2:5].Cl[C:7]1[N:8]=[N+:9]([O-:18])[C:10]2[CH:16]=[CH:15][C:14]([CH3:17])=[CH:13][C:11]=2[N:12]=1. Product: [CH3:1][O:2][CH2:3][CH2:4][NH:5][C:7]1[N:8]=[N+:9]([O-:18])[C:10]2[CH:16]=[CH:15][C:14]([CH3:17])=[CH:13][C:11]=2[N:12]=1. The catalyst class is: 57. (5) Reactant: Br[C:2]1[CH:7]=[CH:6][C:5]([F:8])=[CH:4][C:3]=1[CH2:9][O:10]COC.C([Li])CCC.[B:19](OC(C)C)(OC(C)C)[O:20]C(C)C.Cl. Product: [F:8][C:5]1[CH:6]=[CH:7][C:2]2[B:19]([OH:20])[O:10][CH2:9][C:3]=2[CH:4]=1. The catalyst class is: 20. (6) Reactant: [Cl:1][C:2]1[N:7]=[C:6]([CH3:8])[C:5]([CH2:9][C:10]([O:12][CH3:13])=[O:11])=[C:4]([C:14]2[CH:19]=[CH:18][CH:17]=[CH:16][CH:15]=2)[N:3]=1.[Li+].C[Si]([N-][Si](C)(C)C)(C)C.I[CH2:31][CH2:32][CH3:33]. Product: [Cl:1][C:2]1[N:7]=[C:6]([CH3:8])[C:5]([CH:9]([CH2:31][CH2:32][CH3:33])[C:10]([O:12][CH3:13])=[O:11])=[C:4]([C:14]2[CH:19]=[CH:18][CH:17]=[CH:16][CH:15]=2)[N:3]=1. The catalyst class is: 3. (7) Reactant: [C:1]([O:5][C:6](=[O:16])[NH:7][C:8]1[CH:13]=[CH:12][C:11]([F:14])=[C:10]([Br:15])[CH:9]=1)([CH3:4])([CH3:3])[CH3:2].[O:17]1[CH2:22][CH2:21][CH:20]([CH2:23]OS(C2C=CC(C)=CC=2)(=O)=O)[CH2:19][CH2:18]1.[H-].[Na+]. Product: [C:1]([O:5][C:6](=[O:16])[N:7]([C:8]1[CH:13]=[CH:12][C:11]([F:14])=[C:10]([Br:15])[CH:9]=1)[CH2:23][CH:20]1[CH2:21][CH2:22][O:17][CH2:18][CH2:19]1)([CH3:4])([CH3:2])[CH3:3]. The catalyst class is: 31. (8) Reactant: [OH:1]O.O.[OH-].[Li+].[N:6]([C@@H:9]([C@H:24]([C:26]1[CH:31]=[C:30]([Br:32])[C:29]([O:33][CH2:34][C:35]2[CH:40]=[CH:39][CH:38]=[CH:37][CH:36]=2)=[CH:28][C:27]=1[F:41])[CH3:25])[C:10](N1[C@H](C2C=CC=CC=2)COC1=O)=[O:11])=[N+:7]=[N-:8]. Product: [N:6]([C@@H:9]([C@H:24]([C:26]1[CH:31]=[C:30]([Br:32])[C:29]([O:33][CH2:34][C:35]2[CH:36]=[CH:37][CH:38]=[CH:39][CH:40]=2)=[CH:28][C:27]=1[F:41])[CH3:25])[C:10]([OH:1])=[O:11])=[N+:7]=[N-:8]. The catalyst class is: 20. (9) Reactant: [NH:1]1[CH2:4][CH:3]([C:5]2[N:9]([CH:10]([CH3:12])[CH3:11])[N:8]=[C:7]([I:13])[CH:6]=2)[CH2:2]1.C=O.[C:16]([BH3-])#N.[Na+]. Product: [I:13][C:7]1[CH:6]=[C:5]([CH:3]2[CH2:2][N:1]([CH3:16])[CH2:4]2)[N:9]([CH:10]([CH3:11])[CH3:12])[N:8]=1. The catalyst class is: 24.